From a dataset of Full USPTO retrosynthesis dataset with 1.9M reactions from patents (1976-2016). Predict the reactants needed to synthesize the given product. Given the product [C:17]([O:16][C:14]([NH:11][CH2:10][CH:5]([CH2:4][CH:2]([CH3:1])[CH3:3])[CH2:6][C:7]([OH:9])=[O:8])=[O:15])([CH3:20])([CH3:19])[CH3:18], predict the reactants needed to synthesize it. The reactants are: [CH3:1][CH:2]([CH2:4][C@H:5]([CH2:10][NH2:11])[CH2:6][C:7]([OH:9])=[O:8])[CH3:3].[OH-].[Na+].[C:14](O[C:14]([O:16][C:17]([CH3:20])([CH3:19])[CH3:18])=[O:15])([O:16][C:17]([CH3:20])([CH3:19])[CH3:18])=[O:15].